From a dataset of Forward reaction prediction with 1.9M reactions from USPTO patents (1976-2016). Predict the product of the given reaction. Given the reactants CCN(C(C)C)C(C)C.[C:10]([C:14]1[N:18]([CH2:19][CH:20]2[CH2:25][CH2:24][O:23][CH2:22][CH2:21]2)[C:17]2[CH:26]=[CH:27][C:28]([S:30]([N:33]3[CH:37]=[CH:36][C:35]([C:38](O)=[O:39])=[CH:34]3)(=[O:32])=[O:31])=[CH:29][C:16]=2[N:15]=1)([CH3:13])([CH3:12])[CH3:11].[CH2:41]([NH2:44])[CH:42]=[CH2:43].CN(C(ON1N=NC2C=CC=NC1=2)=[N+](C)C)C.F[P-](F)(F)(F)(F)F, predict the reaction product. The product is: [CH2:41]([NH:44][C:38]([C:35]1[CH:36]=[CH:37][N:33]([S:30]([C:28]2[CH:27]=[CH:26][C:17]3[N:18]([CH2:19][CH:20]4[CH2:25][CH2:24][O:23][CH2:22][CH2:21]4)[C:14]([C:10]([CH3:12])([CH3:11])[CH3:13])=[N:15][C:16]=3[CH:29]=2)(=[O:32])=[O:31])[CH:34]=1)=[O:39])[CH:42]=[CH2:43].